Dataset: Forward reaction prediction with 1.9M reactions from USPTO patents (1976-2016). Task: Predict the product of the given reaction. (1) The product is: [NH:10]1[C:9]2[C:14](=[CH:1][CH:2]=[CH:3][N:5]=2)[CH2:13][CH2:12][C:11]1=[O:15].[ClH:8]. Given the reactants [CH3:1][C:2](C)(C)[C:3]([NH2:5])=O.[Cl:8][C:9]1[CH:14]=[CH:13][CH:12]=[C:11]([O:15]C)[N:10]=1.C([Li])CCC.BrCCBr.C(OCCCC)(=O)C=C, predict the reaction product. (2) Given the reactants [C:1]([NH:4][C:5]1[CH:10]=[CH:9][C:8]([C@H:11]([CH3:16])[C:12]([O:14][CH3:15])=[O:13])=[CH:7][CH:6]=1)(=S)[NH2:2].NC1C=CC(C(C)C(OC)=[O:26])=CC=1, predict the reaction product. The product is: [C:1]([NH:4][C:5]1[CH:10]=[CH:9][C:8]([CH:11]([CH3:16])[C:12]([O:14][CH3:15])=[O:13])=[CH:7][CH:6]=1)(=[O:26])[NH2:2]. (3) Given the reactants [Br:1][C:2]1[C:11]2[C:10]([CH3:13])([CH3:12])[CH2:9][CH:8]=[C:7]([CH:14]([CH3:16])[CH3:15])[C:6]=2[CH:5]=[C:4](/[C:17](/[CH:30]([CH3:32])[CH3:31])=[C:18](/[F:29])\[CH:19]=[CH:20]\[C:21](\[CH3:28])=[CH:22]\[C:23]([O:25]CC)=[O:24])[C:3]=1[O:33][CH2:34][CH3:35].[OH-].[Na+], predict the reaction product. The product is: [Br:1][C:2]1[C:11]2[C:10]([CH3:12])([CH3:13])[CH2:9][CH:8]=[C:7]([CH:14]([CH3:16])[CH3:15])[C:6]=2[CH:5]=[C:4](/[C:17](/[CH:30]([CH3:32])[CH3:31])=[C:18](/[F:29])\[CH:19]=[CH:20]\[C:21](\[CH3:28])=[CH:22]\[C:23]([OH:25])=[O:24])[C:3]=1[O:33][CH2:34][CH3:35]. (4) The product is: [F:17][CH:18]([F:29])[O:19][C:12]1[CH:11]=[C:10]2[C:6]([C:7]([C:13]([OH:15])=[O:14])=[CH:8][NH:9]2)=[CH:5][CH:4]=1. Given the reactants FC(F)O[C:4]1[CH:5]=[C:6]2[C:10](=[CH:11][CH:12]=1)[NH:9][CH:8]=[C:7]2[C:13]([OH:15])=[O:14].[F:17][CH:18]([F:29])[O:19]C1C=C2C(C=CN2)=CC=1, predict the reaction product. (5) Given the reactants [OH-].[Na+].[F:3][C:4]1[CH:9]=[CH:8][C:7]([C:10]2[O:11][C:12]3[CH:23]=[C:22]([N+:24]([O-:26])=[O:25])[C:21]([O:27][CH:28]([CH3:30])[CH3:29])=[CH:20][C:13]=3[C:14]=2[C:15]([O:17]CC)=[O:16])=[CH:6][CH:5]=1.C1COCC1, predict the reaction product. The product is: [F:3][C:4]1[CH:5]=[CH:6][C:7]([C:10]2[O:11][C:12]3[CH:23]=[C:22]([N+:24]([O-:26])=[O:25])[C:21]([O:27][CH:28]([CH3:30])[CH3:29])=[CH:20][C:13]=3[C:14]=2[C:15]([OH:17])=[O:16])=[CH:8][CH:9]=1. (6) The product is: [CH3:45][C:27]1[CH:28]=[C:29]([NH:31][C:32]2[CH:36]=[CH:35][N:34]([CH2:37][O:38][CH2:39][CH2:40][Si:41]([CH3:42])([CH3:44])[CH3:43])[N:33]=2)[N:30]=[C:25]([CH2:1][CH:2]2[CH2:7][CH2:6][N:5]([C:8]([O:10][C:11]([CH3:14])([CH3:13])[CH3:12])=[O:9])[CH2:4][CH2:3]2)[N:26]=1. Given the reactants [CH2:1]=[C:2]1[CH2:7][CH2:6][N:5]([C:8]([O:10][C:11]([CH3:14])([CH3:13])[CH3:12])=[O:9])[CH2:4][CH2:3]1.C12BC(CCC1)CCC2.Cl[C:25]1[N:30]=[C:29]([NH:31][C:32]2[CH:36]=[CH:35][N:34]([CH2:37][O:38][CH2:39][CH2:40][Si:41]([CH3:44])([CH3:43])[CH3:42])[N:33]=2)[CH:28]=[C:27]([CH3:45])[N:26]=1.C1([As](C2C=CC=CC=2)C2C=CC=CC=2)C=CC=CC=1.C(=O)([O-])[O-].[K+].[K+].C12B(CC3CCN(C(OC(C)(C)C)=O)CC3)C(CCC1)CCC2, predict the reaction product.